This data is from NCI-60 drug combinations with 297,098 pairs across 59 cell lines. The task is: Regression. Given two drug SMILES strings and cell line genomic features, predict the synergy score measuring deviation from expected non-interaction effect. (1) Drug 1: C1=CC(=CC=C1CC(C(=O)O)N)N(CCCl)CCCl.Cl. Drug 2: CCC(=C(C1=CC=CC=C1)C2=CC=C(C=C2)OCCN(C)C)C3=CC=CC=C3.C(C(=O)O)C(CC(=O)O)(C(=O)O)O. Cell line: MCF7. Synergy scores: CSS=20.2, Synergy_ZIP=-5.71, Synergy_Bliss=2.15, Synergy_Loewe=-1.02, Synergy_HSA=2.65. (2) Drug 1: C1=NNC2=C1C(=O)NC=N2. Drug 2: C1C(C(OC1N2C=NC(=NC2=O)N)CO)O. Cell line: HOP-92. Synergy scores: CSS=2.71, Synergy_ZIP=1.21, Synergy_Bliss=5.51, Synergy_Loewe=-5.93, Synergy_HSA=-2.35. (3) Drug 1: C1=CC(=CC=C1CCCC(=O)O)N(CCCl)CCCl. Drug 2: CC1CCC2CC(C(=CC=CC=CC(CC(C(=O)C(C(C(=CC(C(=O)CC(OC(=O)C3CCCCN3C(=O)C(=O)C1(O2)O)C(C)CC4CCC(C(C4)OC)O)C)C)O)OC)C)C)C)OC. Cell line: SF-539. Synergy scores: CSS=22.7, Synergy_ZIP=-9.65, Synergy_Bliss=-6.83, Synergy_Loewe=-3.60, Synergy_HSA=-1.93. (4) Drug 1: C1CCN(CC1)CCOC2=CC=C(C=C2)C(=O)C3=C(SC4=C3C=CC(=C4)O)C5=CC=C(C=C5)O. Drug 2: C1=NC2=C(N=C(N=C2N1C3C(C(C(O3)CO)O)O)F)N. Cell line: HL-60(TB). Synergy scores: CSS=-7.65, Synergy_ZIP=18.0, Synergy_Bliss=16.9, Synergy_Loewe=0.178, Synergy_HSA=1.66. (5) Drug 1: CC1=C2C(C(=O)C3(C(CC4C(C3C(C(C2(C)C)(CC1OC(=O)C(C(C5=CC=CC=C5)NC(=O)OC(C)(C)C)O)O)OC(=O)C6=CC=CC=C6)(CO4)OC(=O)C)OC)C)OC. Drug 2: CC(C)NC(=O)C1=CC=C(C=C1)CNNC.Cl. Cell line: MOLT-4. Synergy scores: CSS=91.1, Synergy_ZIP=20.3, Synergy_Bliss=20.3, Synergy_Loewe=8.86, Synergy_HSA=19.8. (6) Drug 1: CCC(=C(C1=CC=CC=C1)C2=CC=C(C=C2)OCCN(C)C)C3=CC=CC=C3.C(C(=O)O)C(CC(=O)O)(C(=O)O)O. Drug 2: CC(C)CN1C=NC2=C1C3=CC=CC=C3N=C2N. Cell line: TK-10. Synergy scores: CSS=6.37, Synergy_ZIP=-0.298, Synergy_Bliss=-2.52, Synergy_Loewe=-3.65, Synergy_HSA=-3.45. (7) Drug 1: CN1CCC(CC1)COC2=C(C=C3C(=C2)N=CN=C3NC4=C(C=C(C=C4)Br)F)OC. Drug 2: C(CC(=O)O)C(=O)CN.Cl. Cell line: A498. Synergy scores: CSS=12.2, Synergy_ZIP=-4.69, Synergy_Bliss=-3.95, Synergy_Loewe=-6.01, Synergy_HSA=-2.86. (8) Drug 1: C1=CC(=C2C(=C1NCCNCCO)C(=O)C3=C(C=CC(=C3C2=O)O)O)NCCNCCO. Drug 2: COCCOC1=C(C=C2C(=C1)C(=NC=N2)NC3=CC=CC(=C3)C#C)OCCOC.Cl. Cell line: SK-OV-3. Synergy scores: CSS=45.8, Synergy_ZIP=-3.53, Synergy_Bliss=-4.57, Synergy_Loewe=-18.5, Synergy_HSA=-1.53.